The task is: Predict the reactants needed to synthesize the given product.. This data is from Full USPTO retrosynthesis dataset with 1.9M reactions from patents (1976-2016). (1) Given the product [CH3:1][C:2]1[CH:17]=[CH:16][C:5]([O:6][CH2:7][CH2:8][CH2:9][N:10]2[CH2:15][CH2:14][O:13][CH2:12][CH2:11]2)=[CH:4][C:3]=1[NH2:18], predict the reactants needed to synthesize it. The reactants are: [CH3:1][C:2]1[CH:17]=[CH:16][C:5]([O:6][CH2:7][CH2:8][CH2:9][N:10]2[CH2:15][CH2:14][O:13][CH2:12][CH2:11]2)=[CH:4][C:3]=1[N+:18]([O-])=O.Cl[Sn]Cl.O.Cl. (2) Given the product [S:2]([OH:5])([O:16][CH2:15][CH2:14][NH:13][CH2:12][C:6]1[CH:11]=[CH:10][CH:9]=[CH:8][CH:7]=1)(=[O:4])=[O:3], predict the reactants needed to synthesize it. The reactants are: Cl[S:2]([OH:5])(=[O:4])=[O:3].[C:6]1([CH2:12][NH:13][CH2:14][CH2:15][OH:16])[CH:11]=[CH:10][CH:9]=[CH:8][CH:7]=1. (3) Given the product [CH2:1]([O:3][C:4]([C:6]1[O:7][C:8]2[C:13]([C:14](=[O:16])[CH:15]=1)=[CH:12][C:11]([O:17][CH2:23][CH3:24])=[CH:10][C:9]=2[Br:18])=[O:5])[CH3:2], predict the reactants needed to synthesize it. The reactants are: [CH2:1]([O:3][C:4]([C:6]1[O:7][C:8]2[C:13]([C:14](=[O:16])[CH:15]=1)=[CH:12][C:11]([OH:17])=[CH:10][C:9]=2[Br:18])=[O:5])[CH3:2].S(OCC)(O[CH2:23][CH3:24])(=O)=O.C([O-])([O-])=O.[K+].[K+].C(OCC)(=O)C.